This data is from hERG Central: cardiac toxicity at 1µM, 10µM, and general inhibition. The task is: Predict hERG channel inhibition at various concentrations. (1) The compound is CC1CCN(CC(O)COCCC23CC4CC(CC(C4)C2)C3)CC1.Cl. Results: hERG_inhib (hERG inhibition (general)): blocker. (2) The molecule is N=c1c2c3c(sc2nc2n1CCCCC2)CCCCC3. Results: hERG_inhib (hERG inhibition (general)): blocker. (3) The molecule is CCOC(=O)C(C)Sc1nc2c(c(=O)[nH]c(=O)n2C)n1C/C=C(/C)Cl. Results: hERG_inhib (hERG inhibition (general)): blocker. (4) The molecule is O=C(Nc1ccnn1C1CCN(C2CCC2)CC1)c1ccccc1Cl. Results: hERG_inhib (hERG inhibition (general)): blocker. (5) The drug is O=C(c1cccc(N2C(=O)c3ccccc3C2=O)c1)N1CCCC(C(F)(F)F)C1. Results: hERG_inhib (hERG inhibition (general)): blocker. (6) The molecule is COc1ccc(NC2CCN(C3CC(=O)N(c4ccc(F)c(Cl)c4)C3=O)CC2)cc1. Results: hERG_inhib (hERG inhibition (general)): blocker.